From a dataset of Catalyst prediction with 721,799 reactions and 888 catalyst types from USPTO. Predict which catalyst facilitates the given reaction. (1) Reactant: I[C:2]1[C:10]2[C:5](=[CH:6][CH:7]=[C:8]([NH:11][S:12]([C:15]3[CH:20]=[CH:19][CH:18]=[CH:17][C:16]=3[S:21]([CH3:24])(=[O:23])=[O:22])(=[O:14])=[O:13])[CH:9]=2)[N:4](C(OC(C)(C)C)=O)[N:3]=1.[Cl:32][C:33]1[CH:38]=[CH:37][C:36](/[CH:39]=[CH:40]/B(O)O)=[CH:35][CH:34]=1.C(=O)([O-])O.[Na+]. Product: [Cl:32][C:33]1[CH:38]=[CH:37][C:36](/[CH:39]=[CH:40]/[C:2]2[C:10]3[C:5](=[CH:6][CH:7]=[C:8]([NH:11][S:12]([C:15]4[CH:20]=[CH:19][CH:18]=[CH:17][C:16]=4[S:21]([CH3:24])(=[O:22])=[O:23])(=[O:13])=[O:14])[CH:9]=3)[NH:4][N:3]=2)=[CH:35][CH:34]=1. The catalyst class is: 9. (2) Reactant: [OH:1][CH:2]1[CH2:6][CH2:5][N:4]([C:7]([O:9][CH2:10][C:11]2[CH:16]=[CH:15][CH:14]=[CH:13][CH:12]=2)=[O:8])[CH2:3]1.[O:17]1[CH:22]=[CH:21][CH2:20][CH2:19][CH2:18]1.CC1C=CC(S(O)(=O)=O)=CC=1.CCOC(C)=O. Product: [O:17]1[CH2:22][CH2:21][CH2:20][CH2:19][CH:18]1[O:1][CH:2]1[CH2:6][CH2:5][N:4]([C:7]([O:9][CH2:10][C:11]2[CH:16]=[CH:15][CH:14]=[CH:13][CH:12]=2)=[O:8])[CH2:3]1. The catalyst class is: 2. (3) Reactant: [CH:1]1([C:6]([OH:16])([C:10]2[CH:15]=[CH:14][CH:13]=[CH:12][CH:11]=2)[C:7]([OH:9])=O)[CH2:5][CH2:4][CH2:3][CH2:2]1.[CH2:17]([N:24]1[CH2:28][CH2:27][C@H:26]([NH2:29])[CH2:25]1)[C:18]1[CH:23]=[CH:22][CH:21]=[CH:20][CH:19]=1.CN1CCOCC1.ON1C2C=CC=CC=2N=N1. Product: [CH:1]1([C:6]([OH:16])([C:10]2[CH:15]=[CH:14][CH:13]=[CH:12][CH:11]=2)[C:7]([NH:29][C@H:26]2[CH2:27][CH2:28][N:24]([CH2:17][C:18]3[CH:23]=[CH:22][CH:21]=[CH:20][CH:19]=3)[CH2:25]2)=[O:9])[CH2:2][CH2:3][CH2:4][CH2:5]1. The catalyst class is: 35. (4) Reactant: [CH3:1][O:2][C:3]1[CH:13]=[CH:12][CH:11]=[C:10]([CH3:14])[C:4]=1[C:5](OCC)=[O:6].[H-].[H-].[H-].[H-].[Li+].[Al+3].O.[OH-].[Na+]. Product: [CH3:1][O:2][C:3]1[CH:13]=[CH:12][CH:11]=[C:10]([CH3:14])[C:4]=1[CH2:5][OH:6]. The catalyst class is: 27. (5) Reactant: [C:1]1([NH:7][C:8]([O:10][CH2:11][C:12]2([CH2:24][O:25][C:26](=[O:34])[NH:27][C:28]3[CH:33]=[CH:32][CH:31]=[CH:30][CH:29]=3)[C:21](=[O:22])[C:20]3[C:15](=[CH:16][CH:17]=[CH:18][C:19]=3[CH3:23])[S:14][CH2:13]2)=[O:9])[CH:6]=[CH:5][CH:4]=[CH:3][CH:2]=1.I([O-])(=O)(=O)=[O:36].[Na+]. Product: [C:28]1([NH:27][C:26]([O:25][CH2:24][C:12]2([CH2:11][O:10][C:8](=[O:9])[NH:7][C:1]3[CH:2]=[CH:3][CH:4]=[CH:5][CH:6]=3)[C:21](=[O:22])[C:20]3[C:15](=[CH:16][CH:17]=[CH:18][C:19]=3[CH3:23])[S:14](=[O:36])[CH2:13]2)=[O:34])[CH:33]=[CH:32][CH:31]=[CH:30][CH:29]=1. The catalyst class is: 24.